Dataset: Catalyst prediction with 721,799 reactions and 888 catalyst types from USPTO. Task: Predict which catalyst facilitates the given reaction. (1) Reactant: [CH3:1][S:2]([C:5]1[CH:10]=[CH:9][C:8](/[CH:11]=[CH:12]/[CH3:13])=[C:7]([N+:14]([O-])=O)[CH:6]=1)(=[O:4])=[O:3]. Product: [CH3:1][S:2]([C:5]1[CH:10]=[CH:9][C:8](/[CH:11]=[CH:12]/[CH3:13])=[C:7]([CH:6]=1)[NH2:14])(=[O:3])=[O:4]. The catalyst class is: 409. (2) Reactant: [CH3:1][C:2]([O:5][C:6]([NH:8][C@@H:9]1[CH2:13][CH2:12][N:11]([C:14]2[C:19]([C:20]([O:22][CH:23]([CH3:25])[CH3:24])=[O:21])=[CH:18][CH:17]=[CH:16][N:15]=2)[CH2:10]1)=[O:7])([CH3:4])[CH3:3].[H-].[Na+].I[CH2:29][CH3:30].O. Product: [CH3:4][C:2]([O:5][C:6]([N:8]([CH2:29][CH3:30])[C@@H:9]1[CH2:13][CH2:12][N:11]([C:14]2[C:19]([C:20]([O:22][CH:23]([CH3:25])[CH3:24])=[O:21])=[CH:18][CH:17]=[CH:16][N:15]=2)[CH2:10]1)=[O:7])([CH3:1])[CH3:3]. The catalyst class is: 3. (3) Reactant: [OH-].[Na+].[Cl:3][C:4]1[CH:9]=[C:8]([NH:10][CH2:11][C:12]2[CH:17]=[C:16]([F:18])[C:15]([F:19])=[CH:14][C:13]=2[C:20]2[CH:21]=[CH:22][C:23]([C:26]([NH:28][CH2:29][CH2:30][C:31]([O:33]CC)=[O:32])=[O:27])=[N:24][CH:25]=2)[CH:7]=[CH:6][C:5]=1[C:36]1[CH:41]=[CH:40][C:39]([F:42])=[C:38]([C:43]([F:46])([F:45])[F:44])[CH:37]=1. Product: [Cl:3][C:4]1[CH:9]=[C:8]([NH:10][CH2:11][C:12]2[CH:17]=[C:16]([F:18])[C:15]([F:19])=[CH:14][C:13]=2[C:20]2[CH:21]=[CH:22][C:23]([C:26]([NH:28][CH2:29][CH2:30][C:31]([OH:33])=[O:32])=[O:27])=[N:24][CH:25]=2)[CH:7]=[CH:6][C:5]=1[C:36]1[CH:41]=[CH:40][C:39]([F:42])=[C:38]([C:43]([F:44])([F:45])[F:46])[CH:37]=1. The catalyst class is: 1. (4) Reactant: C([O:5][C:6]1[N:15]=[CH:14][CH:13]=[C:12]2[C:7]=1[C:8]1[CH:22]=[C:21]([F:23])[CH:20]=[CH:19][C:9]=1[C:10]([CH:16]([CH3:18])[CH3:17])=[N:11]2)CCC.Cl. Product: [F:23][C:21]1[CH:20]=[CH:19][C:9]2[C:10]([CH:16]([CH3:17])[CH3:18])=[N:11][C:12]3[CH:13]=[CH:14][NH:15][C:6](=[O:5])[C:7]=3[C:8]=2[CH:22]=1. The catalyst class is: 7. (5) Reactant: [CH3:1][O:2][C:3]1[CH:21]=[CH:20][C:6]([CH2:7][N:8]2[CH:12]=[C:11]([C:13]3[N:14]=[C:15]([NH2:19])[S:16][C:17]=3[CH3:18])[CH:10]=[N:9]2)=[CH:5][CH:4]=1.Cl[C:23]1[CH:28]=[C:27]([F:29])[CH:26]=[CH:25][N:24]=1.CC1(C)C2C(=C(P(C3C=CC=CC=3)C3C=CC=CC=3)C=CC=2)OC2C(P(C3C=CC=CC=3)C3C=CC=CC=3)=CC=CC1=2.C(=O)([O-])[O-].[Cs+].[Cs+]. Product: [CH3:1][O:2][C:3]1[CH:21]=[CH:20][C:6]([CH2:7][N:8]2[CH:12]=[C:11]([C:13]3[N:14]=[C:15]([NH:19][C:23]4[CH:28]=[C:27]([F:29])[CH:26]=[CH:25][N:24]=4)[S:16][C:17]=3[CH3:18])[CH:10]=[N:9]2)=[CH:5][CH:4]=1. The catalyst class is: 231. (6) Product: [Br:11][C:12]1[CH:13]=[C:14]([CH:15]2[CH2:20][C:21]([CH3:23])([CH3:22])[C:9]3[C:2](=[C:3]([CH3:10])[CH:4]=[C:5]([C:6]#[N:7])[CH:8]=3)[NH:1]2)[CH:17]=[CH:18][CH:19]=1. The catalyst class is: 115. Reactant: [NH2:1][C:2]1[CH:9]=[CH:8][C:5]([C:6]#[N:7])=[CH:4][C:3]=1[CH3:10].[Br:11][C:12]1[CH:13]=[C:14]([CH:17]=[CH:18][CH:19]=1)[CH:15]=O.[CH2:20]=[C:21]([CH3:23])[CH3:22].FC(F)(F)S([O-])(=O)=O.[Yb+3].FC(F)(F)S([O-])(=O)=O.FC(F)(F)S([O-])(=O)=O.